This data is from NCI-60 drug combinations with 297,098 pairs across 59 cell lines. The task is: Regression. Given two drug SMILES strings and cell line genomic features, predict the synergy score measuring deviation from expected non-interaction effect. (1) Drug 1: C1CC(=O)NC(=O)C1N2CC3=C(C2=O)C=CC=C3N. Drug 2: CN(CCCl)CCCl.Cl. Cell line: HOP-92. Synergy scores: CSS=22.9, Synergy_ZIP=-7.75, Synergy_Bliss=-0.979, Synergy_Loewe=1.11, Synergy_HSA=1.01. (2) Drug 1: CCCCC(=O)OCC(=O)C1(CC(C2=C(C1)C(=C3C(=C2O)C(=O)C4=C(C3=O)C=CC=C4OC)O)OC5CC(C(C(O5)C)O)NC(=O)C(F)(F)F)O. Drug 2: CC(C)(C#N)C1=CC(=CC(=C1)CN2C=NC=N2)C(C)(C)C#N. Cell line: OVCAR-4. Synergy scores: CSS=10.7, Synergy_ZIP=-3.65, Synergy_Bliss=-0.348, Synergy_Loewe=-0.455, Synergy_HSA=-0.437. (3) Drug 1: CCCS(=O)(=O)NC1=C(C(=C(C=C1)F)C(=O)C2=CNC3=C2C=C(C=N3)C4=CC=C(C=C4)Cl)F. Drug 2: COCCOC1=C(C=C2C(=C1)C(=NC=N2)NC3=CC=CC(=C3)C#C)OCCOC.Cl. Cell line: 786-0. Synergy scores: CSS=10.8, Synergy_ZIP=0.0792, Synergy_Bliss=3.64, Synergy_Loewe=2.70, Synergy_HSA=4.27. (4) Drug 1: C1CCC(CC1)NC(=O)N(CCCl)N=O. Drug 2: C(CC(=O)O)C(=O)CN.Cl. Cell line: HT29. Synergy scores: CSS=0.676, Synergy_ZIP=-3.97, Synergy_Bliss=-3.63, Synergy_Loewe=-11.0, Synergy_HSA=-4.98. (5) Drug 1: C1=NC2=C(N=C(N=C2N1C3C(C(C(O3)CO)O)O)F)N. Drug 2: CN(C(=O)NC(C=O)C(C(C(CO)O)O)O)N=O. Cell line: SF-539. Synergy scores: CSS=0.230, Synergy_ZIP=1.67, Synergy_Bliss=5.85, Synergy_Loewe=1.00, Synergy_HSA=1.44. (6) Drug 1: CNC(=O)C1=CC=CC=C1SC2=CC3=C(C=C2)C(=NN3)C=CC4=CC=CC=N4. Drug 2: C1=CC(=C2C(=C1NCCNCCO)C(=O)C3=C(C=CC(=C3C2=O)O)O)NCCNCCO. Cell line: SK-MEL-5. Synergy scores: CSS=24.1, Synergy_ZIP=7.32, Synergy_Bliss=7.92, Synergy_Loewe=-19.2, Synergy_HSA=2.65. (7) Drug 1: CC1C(C(CC(O1)OC2CC(OC(C2O)C)OC3=CC4=CC5=C(C(=O)C(C(C5)C(C(=O)C(C(C)O)O)OC)OC6CC(C(C(O6)C)O)OC7CC(C(C(O7)C)O)OC8CC(C(C(O8)C)O)(C)O)C(=C4C(=C3C)O)O)O)O. Drug 2: C1=NC2=C(N=C(N=C2N1C3C(C(C(O3)CO)O)F)Cl)N. Cell line: NCI-H226. Synergy scores: CSS=16.6, Synergy_ZIP=-0.670, Synergy_Bliss=-0.832, Synergy_Loewe=-7.81, Synergy_HSA=-0.637.